Task: Predict the product of the given reaction.. Dataset: Forward reaction prediction with 1.9M reactions from USPTO patents (1976-2016) (1) Given the reactants [F:1][C:2]1[CH:7]=[CH:6][C:5]([F:8])=[CH:4][C:3]=1[Mg]Cl.[O:11]=[C:12]1[CH2:16][CH2:15][CH2:14][N:13]1[C:17]([O:19][C:20]([CH3:23])([CH3:22])[CH3:21])=[O:18].[Cl-].[Mg+2].[Cl-], predict the reaction product. The product is: [F:1][C:2]1[CH:7]=[CH:6][C:5]([F:8])=[CH:4][C:3]=1[C:12]1([OH:11])[CH2:16][CH2:15][CH2:14][N:13]1[C:17]([O:19][C:20]([CH3:22])([CH3:21])[CH3:23])=[O:18]. (2) Given the reactants [N:1]1[C:9]2[CH:8]=[C:7]([C:10]#[N:11])[N:6]=[CH:5][C:4]=2[NH:3][CH:2]=1.P([O-])([O-])([O-])=O.[K+].[K+].[K+].[CH3:20][C:21]1(C)[C:25](C)(C)OB(C(C)=C)O1, predict the reaction product. The product is: [CH2:20]=[C:21]([C:2]1[NH:3][C:4]2[CH:5]=[N:6][C:7]([C:10]#[N:11])=[CH:8][C:9]=2[N:1]=1)[CH3:25]. (3) Given the reactants [CH:1]1[C:18]2[C:17]3[C:12](=[CH:13][CH:14]=[CH:15][CH:16]=3)[C:11]3[C:6](=[CH:7][CH:8]=[CH:9][CH:10]=3)[C:5]=2[CH:4]=[CH:3][C:2]=1[C:19]1[CH:20]=[C:21]([C:25]2[CH:30]=[CH:29][CH:28]=[C:27]([OH:31])[CH:26]=2)[CH:22]=[CH:23][CH:24]=1.N1C=CC=CC=1.[F:38][C:39]([F:52])([F:51])[S:40](O[S:40]([C:39]([F:52])([F:51])[F:38])(=[O:42])=[O:41])(=[O:42])=[O:41], predict the reaction product. The product is: [F:38][C:39]([F:52])([F:51])[S:40]([O:31][C:27]1[CH:26]=[C:25]([C:21]2[CH:22]=[CH:23][CH:24]=[C:19]([C:2]3[CH:3]=[CH:4][C:5]4[C:6]5[C:11](=[CH:10][CH:9]=[CH:8][CH:7]=5)[C:12]5[C:17](=[CH:16][CH:15]=[CH:14][CH:13]=5)[C:18]=4[CH:1]=3)[CH:20]=2)[CH:30]=[CH:29][CH:28]=1)(=[O:42])=[O:41]. (4) Given the reactants [S:1]([N:11]1[C:15]2=[N:16][CH:17]=[C:18]([CH:20]=O)[CH:19]=[C:14]2[CH:13]=[CH:12]1)([C:4]1[CH:10]=[CH:9][C:7]([CH3:8])=[CH:6][CH:5]=1)(=[O:3])=[O:2].Cl.[NH2:23][OH:24].N1C=CC=CC=1, predict the reaction product. The product is: [S:1]([N:11]1[C:15]2=[N:16][CH:17]=[C:18]([CH:20]=[N:23][OH:24])[CH:19]=[C:14]2[CH:13]=[CH:12]1)([C:4]1[CH:10]=[CH:9][C:7]([CH3:8])=[CH:6][CH:5]=1)(=[O:3])=[O:2]. (5) Given the reactants [F:1][C:2]1[CH:7]=[CH:6][C:5]([N:8]2[C:12]3([CH2:17][CH2:16][CH2:15][CH2:14][CH2:13]3)[C:11](=[O:18])[NH:10][C:9]2=O)=[CH:4][CH:3]=1.COC1C=CC(P2(SP(C3C=CC(OC)=CC=3)(=S)S2)=[S:29])=CC=1, predict the reaction product. The product is: [F:1][C:2]1[CH:7]=[CH:6][C:5]([N:8]2[C:12]3([CH2:17][CH2:16][CH2:15][CH2:14][CH2:13]3)[C:11](=[O:18])[NH:10][C:9]2=[S:29])=[CH:4][CH:3]=1. (6) Given the reactants [NH2:1][C:2]1[CH:3]=[C:4]([NH:9][S:10]([C:13]2[CH:18]=[CH:17][C:16]([CH:19]([CH3:21])[CH3:20])=[CH:15][CH:14]=2)(=[O:12])=[O:11])[CH:5]=[CH:6][C:7]=1[NH2:8].Cl.[C:23]([NH:27][CH2:28][C:29](O)=O)(=[O:26])[CH2:24][CH3:25].ON1C2N=CC=CC=2N=N1.C(N=C=NCCCN(C)C)C.C(N(C(C)C)CC)(C)C, predict the reaction product. The product is: [CH:19]([C:16]1[CH:17]=[CH:18][C:13]([S:10]([NH:9][C:4]2[CH:5]=[CH:6][C:7]3[NH:8][C:29]([CH2:28][NH:27][C:23](=[O:26])[CH2:24][CH3:25])=[N:1][C:2]=3[CH:3]=2)(=[O:12])=[O:11])=[CH:14][CH:15]=1)([CH3:21])[CH3:20]. (7) Given the reactants C[Mg]Br.N#N.[O:6]=[C:7]1[CH2:24][CH2:23][C@@:22]2([CH3:25])[C:9]([CH:10]=[CH:11][C@@H:12]3[C@@H:21]2[CH2:20][CH2:19][C@@:17]2([CH3:18])[C@H:13]3[CH2:14][CH2:15][C@@H:16]2[C:26]([NH:28][C:29]2[CH:34]=[CH:33][CH:32]=[CH:31][C:30]=2[C:35]([F:38])([F:37])[F:36])=[O:27])=[CH:8]1.[CH2:39]1COCC1, predict the reaction product. The product is: [CH3:39][CH:11]1[CH:10]=[C:9]2[C@:22]([CH3:25])([CH2:23][CH2:24][C:7](=[O:6])[CH2:8]2)[C@@H:21]2[C@@H:12]1[C@H:13]1[C@@:17]([CH2:19][CH2:20]2)([CH3:18])[C@@H:16]([C:26]([NH:28][C:29]2[CH:34]=[CH:33][CH:32]=[CH:31][C:30]=2[C:35]([F:36])([F:37])[F:38])=[O:27])[CH2:15][CH2:14]1. (8) Given the reactants [NH:1]1[CH2:5][CH2:4][C@H:3]([NH:6][C:7](=[O:13])[O:8][C:9]([CH3:12])([CH3:11])[CH3:10])[CH2:2]1.[S:14](N)([NH2:17])(=[O:16])=[O:15], predict the reaction product. The product is: [NH2:17][S:14]([N:1]1[CH2:5][CH2:4][C@H:3]([NH:6][C:7](=[O:13])[O:8][C:9]([CH3:10])([CH3:12])[CH3:11])[CH2:2]1)(=[O:16])=[O:15]. (9) Given the reactants [C:1]([C:4]1[CH:36]=[CH:35][C:7]2[NH:8][CH:9]([CH2:33][CH3:34])[N:10]([C:11]3[CH:16]=[CH:15][C:14]([CH2:17][CH2:18][NH:19][C:20]([NH:22][S:23]([C:26]4[CH:31]=[CH:30][C:29]([CH3:32])=[CH:28][CH:27]=4)(=[O:25])=[O:24])=[O:21])=[CH:13][CH:12]=3)[C:6]=2[CH:5]=1)(=[O:3])[CH3:2].[C:37]1([CH3:47])[CH:42]=[CH:41][C:40]([S:43]([OH:46])(=[O:45])=[O:44])=[CH:39][CH:38]=1, predict the reaction product. The product is: [C:37]1([CH3:47])[CH:38]=[CH:39][C:40]([S:43]([OH:46])(=[O:44])=[O:45])=[CH:41][CH:42]=1.[C:1]([C:4]1[CH:36]=[CH:35][C:7]2[N:8]=[C:9]([CH2:33][CH3:34])[N:10]([C:11]3[CH:12]=[CH:13][C:14]([CH2:17][CH2:18][NH:19][C:20]([NH:22][S:23]([C:26]4[CH:27]=[CH:28][C:29]([CH3:32])=[CH:30][CH:31]=4)(=[O:25])=[O:24])=[O:21])=[CH:15][CH:16]=3)[C:6]=2[CH:5]=1)(=[O:3])[CH3:2].